Task: Regression. Given two drug SMILES strings and cell line genomic features, predict the synergy score measuring deviation from expected non-interaction effect.. Dataset: NCI-60 drug combinations with 297,098 pairs across 59 cell lines (1) Drug 2: CN(CCCl)CCCl.Cl. Synergy scores: CSS=0.196, Synergy_ZIP=0.329, Synergy_Bliss=1.57, Synergy_Loewe=-2.31, Synergy_HSA=-2.04. Cell line: UACC-257. Drug 1: CC(CN1CC(=O)NC(=O)C1)N2CC(=O)NC(=O)C2. (2) Drug 1: CC12CCC3C(C1CCC2=O)CC(=C)C4=CC(=O)C=CC34C. Drug 2: CN(CC1=CN=C2C(=N1)C(=NC(=N2)N)N)C3=CC=C(C=C3)C(=O)NC(CCC(=O)O)C(=O)O. Cell line: NCI-H322M. Synergy scores: CSS=23.2, Synergy_ZIP=-4.25, Synergy_Bliss=6.51, Synergy_Loewe=3.13, Synergy_HSA=3.34.